Task: Predict the product of the given reaction.. Dataset: Forward reaction prediction with 1.9M reactions from USPTO patents (1976-2016) (1) Given the reactants [C:1]([C:4]1[CH:9]=[N:8][CH:7]=[CH:6][N:5]=1)(=[O:3])[CH3:2].[CH3:10][NH:11][CH2:12][CH2:13]O.[CH2:15]=[O:16], predict the reaction product. The product is: [CH:7]1[N:8]=[CH:9][C:4]([C:1]([CH2:2][CH2:10][NH:11][CH2:12][CH2:13][CH2:15][OH:16])=[O:3])=[N:5][CH:6]=1. (2) Given the reactants C(OC([NH:8][C@H:9]([C:22]1[CH:27]=[CH:26][CH:25]=[CH:24][CH:23]=1)[CH2:10][CH2:11][NH:12][C:13]1([C:18]([O:20][CH3:21])=[O:19])[CH2:17][CH2:16][CH2:15][CH2:14]1)=O)(C)(C)C.[ClH:28], predict the reaction product. The product is: [ClH:28].[ClH:28].[NH2:8][C@H:9]([C:22]1[CH:23]=[CH:24][CH:25]=[CH:26][CH:27]=1)[CH2:10][CH2:11][NH:12][C:13]1([C:18]([O:20][CH3:21])=[O:19])[CH2:17][CH2:16][CH2:15][CH2:14]1. (3) The product is: [Br:16][CH:8]1[C:2](=[O:1])[CH2:3][CH2:4][N:5]([C:9]([O:11][C:12]([CH3:15])([CH3:14])[CH3:13])=[O:10])[CH2:6][CH2:7]1. Given the reactants [O:1]=[C:2]1[CH2:8][CH2:7][CH2:6][N:5]([C:9]([O:11][C:12]([CH3:15])([CH3:14])[CH3:13])=[O:10])[CH2:4][CH2:3]1.[Br:16]Br.C(N(CC)CC)C.CC(OC(OC(OC(C)(C)C)=O)=O)(C)C, predict the reaction product.